Regression. Given two drug SMILES strings and cell line genomic features, predict the synergy score measuring deviation from expected non-interaction effect. From a dataset of NCI-60 drug combinations with 297,098 pairs across 59 cell lines. (1) Drug 1: C1CCN(CC1)CCOC2=CC=C(C=C2)C(=O)C3=C(SC4=C3C=CC(=C4)O)C5=CC=C(C=C5)O. Drug 2: C(CN)CNCCSP(=O)(O)O. Cell line: PC-3. Synergy scores: CSS=0.384, Synergy_ZIP=0.119, Synergy_Bliss=-0.427, Synergy_Loewe=-0.805, Synergy_HSA=-1.11. (2) Drug 1: CC1=C(C(CCC1)(C)C)C=CC(=CC=CC(=CC(=O)O)C)C. Drug 2: CC1=C(N=C(N=C1N)C(CC(=O)N)NCC(C(=O)N)N)C(=O)NC(C(C2=CN=CN2)OC3C(C(C(C(O3)CO)O)O)OC4C(C(C(C(O4)CO)O)OC(=O)N)O)C(=O)NC(C)C(C(C)C(=O)NC(C(C)O)C(=O)NCCC5=NC(=CS5)C6=NC(=CS6)C(=O)NCCC[S+](C)C)O. Cell line: K-562. Synergy scores: CSS=12.9, Synergy_ZIP=-2.17, Synergy_Bliss=3.62, Synergy_Loewe=2.93, Synergy_HSA=3.65. (3) Drug 1: CC1C(C(CC(O1)OC2CC(CC3=C2C(=C4C(=C3O)C(=O)C5=C(C4=O)C(=CC=C5)OC)O)(C(=O)CO)O)N)O.Cl. Drug 2: C(CCl)NC(=O)N(CCCl)N=O. Cell line: HCT116. Synergy scores: CSS=39.4, Synergy_ZIP=-0.630, Synergy_Bliss=-4.00, Synergy_Loewe=-22.7, Synergy_HSA=-3.36. (4) Drug 1: CN(C)C1=NC(=NC(=N1)N(C)C)N(C)C. Drug 2: CCC1=C2CN3C(=CC4=C(C3=O)COC(=O)C4(CC)O)C2=NC5=C1C=C(C=C5)O. Cell line: SF-295. Synergy scores: CSS=32.8, Synergy_ZIP=2.85, Synergy_Bliss=5.70, Synergy_Loewe=-14.7, Synergy_HSA=7.48. (5) Drug 1: CN1C2=C(C=C(C=C2)N(CCCl)CCCl)N=C1CCCC(=O)O.Cl. Drug 2: CC(C)(C#N)C1=CC(=CC(=C1)CN2C=NC=N2)C(C)(C)C#N. Cell line: SNB-75. Synergy scores: CSS=-0.505, Synergy_ZIP=0.426, Synergy_Bliss=-1.53, Synergy_Loewe=-3.09, Synergy_HSA=-2.75. (6) Cell line: HOP-92. Synergy scores: CSS=1.78, Synergy_ZIP=0.222, Synergy_Bliss=0.241, Synergy_Loewe=-69.9, Synergy_HSA=-2.09. Drug 1: C#CCC(CC1=CN=C2C(=N1)C(=NC(=N2)N)N)C3=CC=C(C=C3)C(=O)NC(CCC(=O)O)C(=O)O. Drug 2: C1CC(=O)NC(=O)C1N2C(=O)C3=CC=CC=C3C2=O.